Predict the product of the given reaction. From a dataset of Forward reaction prediction with 1.9M reactions from USPTO patents (1976-2016). (1) Given the reactants Br[CH2:2][CH2:3][O:4][Si:5]([C:8]([CH3:11])([CH3:10])[CH3:9])([CH3:7])[CH3:6].[SH:12][C:13]1[CH:14]=[C:15]([CH:19]=[CH:20][CH:21]=1)[C:16]([OH:18])=[O:17].C(=O)([O-])[O-].[K+].[K+].Cl, predict the reaction product. The product is: [Si:5]([O:4][CH2:3][CH2:2][S:12][C:13]1[CH:14]=[C:15]([CH:19]=[CH:20][CH:21]=1)[C:16]([OH:18])=[O:17])([C:8]([CH3:11])([CH3:10])[CH3:9])([CH3:7])[CH3:6]. (2) Given the reactants Br[C:2]1[S:3][C:4]([C:7]2[CH:8]=[C:9]([NH:14][C:15]3[N:20]=[C:19]([C:21]([F:24])([F:23])[F:22])[CH:18]=[CH:17][N:16]=3)[CH:10]=[C:11]([CH3:13])[CH:12]=2)=[CH:5][N:6]=1.C1(P(C2CCCCC2)C2C=CC=CC=2C2C(OC)=CC=CC=2OC)CCCCC1.C1COCC1.[Br-].[CH3:60][O:61][C:62](=[O:67])[C@H:63]([CH3:66])[CH2:64][Zn+], predict the reaction product. The product is: [CH3:64][C@H:63]([CH2:66][C:2]1[S:3][C:4]([C:7]2[CH:8]=[C:9]([NH:14][C:15]3[N:20]=[C:19]([C:21]([F:24])([F:23])[F:22])[CH:18]=[CH:17][N:16]=3)[CH:10]=[C:11]([CH3:13])[CH:12]=2)=[CH:5][N:6]=1)[C:62]([O:61][CH3:60])=[O:67]. (3) Given the reactants [CH3:1][O:2][C:3]1[CH:8]=[CH:7][CH:6]=[C:5]([O:9][CH3:10])[C:4]=1[C:11]1[CH:12]=[C:13]2[C:18](=[CH:19][CH:20]=1)[C:17]([CH3:22])([CH3:21])[CH2:16][CH2:15][C:14]2([CH3:24])[CH3:23].[Br-:25].[Br-].[Br-].[NH+]1C=CC=CC=1.[NH+]1C=CC=CC=1.[NH+]1C=CC=CC=1, predict the reaction product. The product is: [Br:25][C:6]1[CH:7]=[CH:8][C:3]([O:2][CH3:1])=[C:4]([C:11]2[CH:12]=[C:13]3[C:18](=[CH:19][CH:20]=2)[C:17]([CH3:22])([CH3:21])[CH2:16][CH2:15][C:14]3([CH3:24])[CH3:23])[C:5]=1[O:9][CH3:10].